From a dataset of Catalyst prediction with 721,799 reactions and 888 catalyst types from USPTO. Predict which catalyst facilitates the given reaction. (1) Reactant: [C:1]([N:4]1[CH2:9][CH2:8][NH:7][CH2:6][CH2:5]1)(=[O:3])[CH3:2].Br[CH:11]=[CH:12][CH2:13][Cl:14].C(=O)([O-])[O-:16].[K+].[K+]. Product: [C:1]([N:4]1[CH2:9][CH2:8][N:7]([O:16][CH2:11][CH2:12][CH2:13][Cl:14])[CH2:6][CH2:5]1)(=[O:3])[CH3:2]. The catalyst class is: 10. (2) Reactant: C([O:5][C:6](=[O:45])[C:7]([O:10]/[N:11]=[C:12](/[C:32]1[N:33]=[C:34]([NH:37]C(OC(C)(C)C)=O)[S:35][CH:36]=1)\[C:13]([NH:15][C@H:16]1[C@@H:19]([CH2:20][N:21]2[CH2:25][CH2:24][NH:23][C:22]2=[O:26])[N:18]([S:27]([OH:30])(=[O:29])=[O:28])[C:17]1=[O:31])=[O:14])([CH3:9])[CH3:8])(C)(C)C.C(O)(C(F)(F)F)=O. Product: [NH2:37][C:34]1[S:35][CH:36]=[C:32](/[C:12](=[N:11]/[O:10][C:7]([CH3:9])([CH3:8])[C:6]([OH:45])=[O:5])/[C:13](=[O:14])[NH:15][C@H:16]2[C@@H:19]([CH2:20][N:21]3[CH2:25][CH2:24][NH:23][C:22]3=[O:26])[N:18]([S:27]([OH:30])(=[O:29])=[O:28])[C:17]2=[O:31])[N:33]=1. The catalyst class is: 2. (3) Reactant: [Cl:1][C:2]1[CH:11]=[CH:10][C:5]([C:6]([NH:8][NH2:9])=[O:7])=[CH:4][CH:3]=1.[N:12]([CH2:15][C:16]([O:18][CH2:19][CH3:20])=[O:17])=[C:13]=[O:14]. Product: [Cl:1][C:2]1[CH:11]=[CH:10][C:5]([C:6]([NH:8][NH:9][C:13]([NH:12][CH2:15][C:16]([O:18][CH2:19][CH3:20])=[O:17])=[O:14])=[O:7])=[CH:4][CH:3]=1. The catalyst class is: 1. (4) Reactant: Cl.Cl.[NH:3]1[CH2:6][CH:5]([C:7]2[C:8]([O:28][CH3:29])=[C:9]([CH:15]([N:17]3[C:21]4=[N:22][CH:23]=[N:24][C:25]([NH2:26])=[C:20]4[C:19]([CH3:27])=[N:18]3)[CH3:16])[CH:10]=[C:11]([Cl:14])[C:12]=2[F:13])[CH2:4]1.C(N([CH2:35][CH3:36])CC)C.C=O.[C:39](O[BH-](OC(=O)C)OC(=O)C)(=[O:41])C.[Na+]. Product: [Cl:14][C:11]1[C:12]([F:13])=[C:7]([CH:5]2[CH2:4][N:3]([CH:36]3[CH2:35][O:41][CH2:39]3)[CH2:6]2)[C:8]([O:28][CH3:29])=[C:9]([CH:15]([N:17]2[C:21]3=[N:22][CH:23]=[N:24][C:25]([NH2:26])=[C:20]3[C:19]([CH3:27])=[N:18]2)[CH3:16])[CH:10]=1. The catalyst class is: 5. (5) Reactant: [Br:1][C:2]1[CH:7]=[CH:6][C:5]([CH:8]=[O:9])=[CH:4][N:3]=1.O.[C:11]1(C)C=CC(S(O)(=O)=O)=CC=1.[C:22](=[O:25])(O)[O-].[Na+]. Product: [Br:1][C:2]1[CH:7]=[CH:6][C:5]([CH:8]([O:25][CH3:22])[O:9][CH3:11])=[CH:4][N:3]=1. The catalyst class is: 5. (6) Product: [CH3:23][O:22][C:18]1[CH:17]=[CH:16][C:15](/[CH:14]=[CH:13]\[C:42]2[CH:43]=[C:44]([O:48][CH3:49])[C:45]([O:46][CH3:47])=[C:40]([O:39][CH3:38])[CH:41]=2)=[CH:20][C:19]=1[OH:21]. Reactant: BrC=CBr.C1(O)C=CC=CC=1.Br[C:13](Br)=[CH:14][C:15]1[CH:16]=[CH:17][C:18]([O:22][CH3:23])=[C:19]([OH:21])[CH:20]=1.C([SnH](CCCC)CCCC)CCC.[CH3:38][O:39][C:40]1[CH:41]=[C:42](B(O)O)[CH:43]=[C:44]([O:48][CH3:49])[C:45]=1[O:46][CH3:47].C(=O)([O-])[O-].[Na+].[Na+]. The catalyst class is: 104.